From a dataset of Full USPTO retrosynthesis dataset with 1.9M reactions from patents (1976-2016). Predict the reactants needed to synthesize the given product. (1) Given the product [CH3:1][Si:2]([CH3:39])([CH3:38])[CH2:3][CH2:4][O:5][CH2:6][N:7]([CH2:30][O:31][CH2:32][CH2:33][Si:34]([CH3:37])([CH3:36])[CH3:35])[C:8]1[N:13]2[N:14]=[CH:15][C:16]([C:16]3[CH:12]=[N:11][C:10]4[C:52]([CH:53]=3)=[CH:59][CH:57]=[CH:8][CH:9]=4)=[C:12]2[N:11]=[C:10]([O:18][C:19]2[CH:24]=[CH:23][C:22]([CH2:25][C:26]([O:28][CH3:29])=[O:27])=[CH:21][CH:20]=2)[CH:9]=1, predict the reactants needed to synthesize it. The reactants are: [CH3:1][Si:2]([CH3:39])([CH3:38])[CH2:3][CH2:4][O:5][CH2:6][N:7]([CH2:30][O:31][CH2:32][CH2:33][Si:34]([CH3:37])([CH3:36])[CH3:35])[C:8]1[N:13]2[N:14]=[CH:15][C:16](I)=[C:12]2[N:11]=[C:10]([O:18][C:19]2[CH:24]=[CH:23][C:22]([CH2:25][C:26]([O:28][CH3:29])=[O:27])=[CH:21][CH:20]=2)[CH:9]=1.[O-]P([O-])([O-])=O.[K+].[K+].[K+].O1[CH2:53][CH2:52]OCC1.CCO[C:57]([CH3:59])=O. (2) The reactants are: [NH2:1][C:2]1[CH:7]=[CH:6][C:5]([N+:8]([O-:10])=[O:9])=[CH:4][N:3]=1.C[Si]([N-][Si](C)(C)C)(C)C.[Na+].[CH3:21][C:22]([O:25][C:26](O[C:26]([O:25][C:22]([CH3:24])([CH3:23])[CH3:21])=[O:27])=[O:27])([CH3:24])[CH3:23]. Given the product [C:22]([O:25][C:26]([NH:1][C:2]1[CH:7]=[CH:6][C:5]([N+:8]([O-:10])=[O:9])=[CH:4][N:3]=1)=[O:27])([CH3:24])([CH3:23])[CH3:21], predict the reactants needed to synthesize it. (3) Given the product [Cl:11][C:12]1[CH:17]=[CH:16][C:15]([S:18]([NH:7][C:6]2[CH:8]=[C:2]([Cl:1])[CH:3]=[CH:4][C:5]=2[S:9][CH3:10])(=[O:19])=[O:20])=[CH:14][C:13]=1[C:22]([F:25])([F:23])[F:24], predict the reactants needed to synthesize it. The reactants are: [Cl:1][C:2]1[CH:3]=[CH:4][C:5]([S:9][CH3:10])=[C:6]([CH:8]=1)[NH2:7].[Cl:11][C:12]1[CH:17]=[CH:16][C:15]([S:18](Cl)(=[O:20])=[O:19])=[CH:14][C:13]=1[C:22]([F:25])([F:24])[F:23]. (4) Given the product [CH2:13]([O:15][C:16](=[O:19])[CH2:17][NH:18][S:1]([C:4]1[CH:10]=[CH:9][C:7]([CH3:8])=[CH:6][CH:5]=1)(=[O:3])=[O:2])[CH3:14], predict the reactants needed to synthesize it. The reactants are: [S:1](Cl)([C:4]1[CH:10]=[CH:9][C:7]([CH3:8])=[CH:6][CH:5]=1)(=[O:3])=[O:2].Cl.[CH2:13]([O:15][C:16](=[O:19])[CH2:17][NH2:18])[CH3:14].N1C=CC=CC=1. (5) Given the product [N+:24]([C:17]1[C:18]2[C:23](=[CH:22][CH:21]=[CH:20][CH:19]=2)[C:14]([O:10][CH:8]([C:6]2[CH:5]=[CH:4][N:3]=[C:2]([NH2:1])[CH:7]=2)[CH3:9])=[CH:15][CH:16]=1)([O-:26])=[O:25], predict the reactants needed to synthesize it. The reactants are: [NH2:1][C:2]1[CH:7]=[C:6]([CH:8]([OH:10])[CH3:9])[CH:5]=[CH:4][N:3]=1.[H-].[Na+].F[C:14]1[C:23]2[C:18](=[CH:19][CH:20]=[CH:21][CH:22]=2)[C:17]([N+:24]([O-:26])=[O:25])=[CH:16][CH:15]=1. (6) Given the product [CH:17]1([CH2:22][CH2:23][C:24]([NH:16][C:2]2[CH:3]=[CH:4][C:5]3[O:6][C:7]4[CH2:15][CH2:14][CH2:13][CH2:12][CH2:11][CH2:10][C:8]=4[C:9]=3[CH:1]=2)=[O:25])[CH2:21][CH2:20][CH2:19][CH2:18]1, predict the reactants needed to synthesize it. The reactants are: [CH:1]1[C:9]2[C:8]3[CH2:10][CH2:11][CH2:12][CH2:13][CH2:14][CH2:15][C:7]=3[O:6][C:5]=2[CH:4]=[CH:3][C:2]=1[NH2:16].[CH:17]1([CH2:22][CH2:23][C:24](Cl)=[O:25])[CH2:21][CH2:20][CH2:19][CH2:18]1.